From a dataset of Full USPTO retrosynthesis dataset with 1.9M reactions from patents (1976-2016). Predict the reactants needed to synthesize the given product. (1) Given the product [C:39]([O:19][CH2:18][CH2:17][O:16][C:13]1[CH:12]=[CH:11][C:10]([C:6]2[C:5]([C:20]#[N:21])=[C:4]([S:22][CH2:23][C:24]3[N:25]=[C:26]([C:29]4[CH:30]=[CH:31][C:32]([Cl:35])=[CH:33][CH:34]=4)[S:27][CH:28]=3)[N:3]=[C:2]([NH2:1])[C:7]=2[C:8]#[N:9])=[CH:15][CH:14]=1)(=[O:40])[CH2:38][CH2:37][C:36]([O:43][C:44]([CH3:46])([CH3:45])[CH3:47])=[O:42], predict the reactants needed to synthesize it. The reactants are: [NH2:1][C:2]1[C:7]([C:8]#[N:9])=[C:6]([C:10]2[CH:15]=[CH:14][C:13]([O:16][CH2:17][CH2:18][OH:19])=[CH:12][CH:11]=2)[C:5]([C:20]#[N:21])=[C:4]([S:22][CH2:23][C:24]2[N:25]=[C:26]([C:29]3[CH:34]=[CH:33][C:32]([Cl:35])=[CH:31][CH:30]=3)[S:27][CH:28]=2)[N:3]=1.[C:36]([O:43][C:44]([CH3:47])([CH3:46])[CH3:45])(=[O:42])[CH2:37][CH2:38][C:39]([O-])=[O:40].Cl.CN(C)CCCN=C=NCC.[Cl-].[NH4+]. (2) Given the product [F:16][C:17]1[CH:27]=[CH:26][CH:25]=[C:24]([F:28])[C:18]=1[C:19]([NH:21][C:22](=[O:23])[N:4]([C:3]1[C:6]([F:15])=[CH:7][C:8]([S:10][C:11]([F:14])([F:13])[F:12])=[CH:9][C:2]=1[F:1])[CH3:5])=[O:20], predict the reactants needed to synthesize it. The reactants are: [F:1][C:2]1[CH:9]=[C:8]([S:10][C:11]([F:14])([F:13])[F:12])[CH:7]=[C:6]([F:15])[C:3]=1[NH:4][CH3:5].[F:16][C:17]1[CH:27]=[CH:26][CH:25]=[C:24]([F:28])[C:18]=1[C:19]([N:21]=[C:22]=[O:23])=[O:20]. (3) The reactants are: [Cl:1][C:2]1[CH:3]=[CH:4][C:5]([O:12]C)=[C:6]([NH:8][C:9]([NH2:11])=[O:10])[CH:7]=1.B(Br)(Br)Br. Given the product [Cl:1][C:2]1[CH:3]=[CH:4][C:5]([OH:12])=[C:6]([NH:8][C:9]([NH2:11])=[O:10])[CH:7]=1, predict the reactants needed to synthesize it. (4) Given the product [F:24][C:23]([F:26])([F:25])[C:21]([OH:27])=[O:22].[C:17]([C:10]1[C:11]2[C:12](=[CH:13][N:14]=[CH:15][CH:16]=2)[N:8]([CH2:7][C:6]([OH:20])=[O:5])[CH:9]=1)(=[O:19])[CH3:18], predict the reactants needed to synthesize it. The reactants are: C([O:5][C:6](=[O:20])[CH2:7][N:8]1[C:12]2=[CH:13][N:14]=[CH:15][CH:16]=[C:11]2[C:10]([C:17](=[O:19])[CH3:18])=[CH:9]1)(C)(C)C.[C:21]([OH:27])([C:23]([F:26])([F:25])[F:24])=[O:22]. (5) The reactants are: [N+:1]([C:4]1[CH:12]=[CH:11][C:10]2[C:6](=[CH:7][N:8]([CH2:13][CH2:14][N:15]3[CH2:19][CH2:18][CH2:17][CH2:16]3)[N:9]=2)[CH:5]=1)([O-])=O.[Cl-].[NH4+].[CH2:22](O)C.O. Given the product [N:15]1([CH2:14][CH2:13][N:8]2[CH:7]=[C:6]3[C:10]([CH:11]=[CH:12][C:4]([NH2:1])=[CH:5]3)=[N:9]2)[CH2:19][CH2:18][CH2:17][CH2:16][CH2:22]1, predict the reactants needed to synthesize it. (6) Given the product [CH:31]1([N:15]([C:16]2[CH:17]=[N:18][C:19]([O:22][CH3:23])=[CH:20][CH:21]=2)[C:13](=[O:14])[N:12]([CH3:60])[C:10]2[S:11][C:7]([S:6][CH2:5][C:4]([OH:3])=[O:30])=[CH:8][N:9]=2)[CH2:35][CH2:34][CH2:33][CH2:32]1, predict the reactants needed to synthesize it. The reactants are: C([O:3][C:4](=[O:30])[CH2:5][S:6][C:7]1[S:11][C:10]([NH:12][C:13]([N:15](CC2CCCC2)[C:16]2[CH:17]=[N:18][C:19]([O:22][CH3:23])=[CH:20][CH:21]=2)=[O:14])=[N:9][CH:8]=1)C.[CH:31]1(N(C2C=CC(S(C)(=O)=O)=CC=2)C(=O)N(C)C2SC=C(CC(O)=O)N=2)[CH2:35][CH2:34][CH2:33][CH2:32]1.[CH:60]1(CNC2C=NC(OC)=CC=2)CCCC1.C(OC(=O)CSC1SC(N)=NC=1)C.